This data is from Reaction yield outcomes from USPTO patents with 853,638 reactions. The task is: Predict the reaction yield, written as a fraction of the theoretical maximum amount of product (1.0 means a 100% yield; for example, 0.34 means a 34% yield). (1) The reactants are [OH:1][C:2]([CH3:10])([C:6]([F:9])([F:8])[F:7])[C:3](N)=[O:4].P([O-])([O-])([O-])=[O:12]. No catalyst specified. The product is [OH:1][C:2]([CH3:10])([C:6]([F:9])([F:8])[F:7])[C:3]([OH:12])=[O:4]. The yield is 0.0200. (2) The reactants are C[Si]([N-][Si](C)(C)C)(C)C.[Na+].[NH2:11][C:12]1[N:16](C(OC(C)(C)C)=O)[N:15]=[C:14]([CH2:24][CH2:25][C:26]2[CH:31]=[C:30]([O:32][CH3:33])[CH:29]=[C:28]([O:34][CH3:35])[CH:27]=2)[CH:13]=1.[F:36][CH:37]1[CH2:42][CH2:41][N:40]([CH2:43][C:44]2[CH:53]=[CH:52][C:47]([C:48](OC)=[O:49])=[CH:46][CH:45]=2)[CH2:39][CH2:38]1. The catalyst is C1COCC1. The product is [CH3:33][O:32][C:30]1[CH:31]=[C:26]([CH2:25][CH2:24][C:14]2[CH:13]=[C:12]([NH:11][C:48](=[O:49])[C:47]3[CH:46]=[CH:45][C:44]([CH2:43][N:40]4[CH2:39][CH2:38][CH:37]([F:36])[CH2:42][CH2:41]4)=[CH:53][CH:52]=3)[NH:16][N:15]=2)[CH:27]=[C:28]([O:34][CH3:35])[CH:29]=1. The yield is 0.160. (3) The reactants are Cl[C:2]1[C:7]([N+:8]([O-:10])=[O:9])=[CH:6][N:5]=[C:4]2[CH:11]=[CH:12][S:13][C:3]=12.[NH2:14][C@H:15]1[CH2:20][CH2:19][C@H:18]([CH2:21][CH2:22][C:23]#[N:24])[CH2:17][CH2:16]1.C(N(CC)C(C)C)(C)C. The catalyst is C(O)(C)C. The product is [N+:8]([C:7]1[C:2]([NH:14][C@H:15]2[CH2:20][CH2:19][C@H:18]([CH2:21][CH2:22][C:23]#[N:24])[CH2:17][CH2:16]2)=[C:3]2[S:13][CH:12]=[CH:11][C:4]2=[N:5][CH:6]=1)([O-:10])=[O:9]. The yield is 0.470. (4) The reactants are [Br:1][C:2]1[CH:3]=[C:4]([CH:6]=[CH:7][C:8]=1[CH3:9])[NH2:5].[C:10](OC)(=[O:15])[CH2:11][C:12]([CH3:14])=[O:13].N1C=CC=CC=1. The catalyst is C1(C)C(C)=CC=CC=1. The product is [Br:1][C:2]1[CH:3]=[C:4]([NH:5][C:10](=[O:15])[CH2:11][C:12](=[O:13])[CH3:14])[CH:6]=[CH:7][C:8]=1[CH3:9]. The yield is 0.560.